This data is from Forward reaction prediction with 1.9M reactions from USPTO patents (1976-2016). The task is: Predict the product of the given reaction. (1) Given the reactants C([CH:3]([C:23]([OH:25])=[O:24])[N:4]([C:15]1[CH:20]=[CH:19][CH:18]=[C:17]([Cl:21])[C:16]=1[CH3:22])[S:5]([C:8]1[CH:13]=[CH:12][C:11]([CH3:14])=[CH:10][CH:9]=1)(=[O:7])=[O:6])C.[OH-].[Na+], predict the reaction product. The product is: [Cl:21][C:17]1[C:16]([CH3:22])=[C:15]([N:4]([S:5]([C:8]2[CH:9]=[CH:10][C:11]([CH3:14])=[CH:12][CH:13]=2)(=[O:6])=[O:7])[CH2:3][C:23]([OH:25])=[O:24])[CH:20]=[CH:19][CH:18]=1. (2) Given the reactants [F:1][C:2]([F:15])([F:14])[S:3](O[S:3]([C:2]([F:15])([F:14])[F:1])(=[O:5])=[O:4])(=[O:5])=[O:4].[O:16]1[C:25]2[C:20](=[CH:21][CH:22]=[CH:23][CH:24]=2)[C:19](=O)[CH2:18][CH2:17]1.C(C1C=C(C)C=C(C(C)(C)C)N=1)(C)(C)C.CCCCCC, predict the reaction product. The product is: [F:1][C:2]([F:15])([F:14])[S:3]([C:19]1[C:20]2[C:25](=[CH:24][CH:23]=[CH:22][CH:21]=2)[O:16][CH2:17][CH:18]=1)(=[O:5])=[O:4]. (3) Given the reactants [F:1][C:2]([F:19])([F:18])[C:3]1[CH:8]=[CH:7][C:6]([C:9]2[C:10]([C:15]([OH:17])=O)=[CH:11][CH:12]=[CH:13][CH:14]=2)=[CH:5][CH:4]=1.C(Cl)(=O)C(Cl)=O.CN(C=O)C.[CH3:31][O:32][C:33]([C:35]1[N:36]([CH3:41])[CH:37]=[C:38]([NH2:40])[CH:39]=1)=[O:34], predict the reaction product. The product is: [CH3:31][O:32][C:33]([C:35]1[N:36]([CH3:41])[CH:37]=[C:38]([NH:40][C:15]([C:10]2[C:9]([C:6]3[CH:5]=[CH:4][C:3]([C:2]([F:1])([F:19])[F:18])=[CH:8][CH:7]=3)=[CH:14][CH:13]=[CH:12][CH:11]=2)=[O:17])[CH:39]=1)=[O:34]. (4) Given the reactants [NH2:1][C:2]1[N:9]=[CH:8][CH:7]=[C:6]([Cl:10])[C:3]=1[CH:4]=O.[CH3:11][O:12][C:13]1[N:18]=[C:17]([C:19](=O)[CH3:20])[C:16]([C:22]([F:25])([F:24])[F:23])=[CH:15][CH:14]=1.CC([O-])(C)C.[K+], predict the reaction product. The product is: [Cl:10][C:6]1[CH:7]=[CH:8][N:9]=[C:2]2[C:3]=1[CH:4]=[CH:20][C:19]([C:17]1[C:16]([C:22]([F:23])([F:25])[F:24])=[CH:15][CH:14]=[C:13]([O:12][CH3:11])[N:18]=1)=[N:1]2. (5) Given the reactants [H-].[Na+].[CH2:3]([O:5][C:6](=[O:19])[CH:7]([C:13]1[CH:18]=[CH:17][CH:16]=[CH:15][CH:14]=1)[C:8]([O:10][CH2:11][CH3:12])=[O:9])[CH3:4].[CH2:20]([O:27][CH2:28][CH2:29]Br)[C:21]1[CH:26]=[CH:25][CH:24]=[CH:23][CH:22]=1.O, predict the reaction product. The product is: [CH2:11]([O:10][C:8](=[O:9])[C:7]([CH2:29][CH2:28][O:27][CH2:20][C:21]1[CH:26]=[CH:25][CH:24]=[CH:23][CH:22]=1)([C:13]1[CH:18]=[CH:17][CH:16]=[CH:15][CH:14]=1)[C:6]([O:5][CH2:3][CH3:4])=[O:19])[CH3:12]. (6) Given the reactants [C:1]12([CH2:11][O:12][C:13]([NH:15][C@@H:16]([CH2:24][C:25]3[CH:30]=[CH:29][C:28]([O:31][CH2:32][CH2:33][CH2:34][C:35](=[O:42])[NH:36][C:37]4[NH:38][CH2:39][CH2:40][N:41]=4)=[CH:27][CH:26]=3)[C:17]([O:19]C(C)(C)C)=[O:18])=[O:14])[CH2:10][CH:5]3[CH2:6][CH:7]([CH2:9][CH:3]([CH2:4]3)[CH2:2]1)[CH2:8]2, predict the reaction product. The product is: [C:1]12([CH2:11][O:12][C:13]([NH:15][C@@H:16]([CH2:24][C:25]3[CH:26]=[CH:27][C:28]([O:31][CH2:32][CH2:33][CH2:34][C:35](=[O:42])[NH:36][C:37]4[NH:41][CH2:40][CH2:39][N:38]=4)=[CH:29][CH:30]=3)[C:17]([OH:19])=[O:18])=[O:14])[CH2:8][CH:7]3[CH2:6][CH:5]([CH2:4][CH:3]([CH2:9]3)[CH2:2]1)[CH2:10]2.